From a dataset of NCI-60 drug combinations with 297,098 pairs across 59 cell lines. Regression. Given two drug SMILES strings and cell line genomic features, predict the synergy score measuring deviation from expected non-interaction effect. (1) Synergy scores: CSS=6.85, Synergy_ZIP=-1.96, Synergy_Bliss=-0.613, Synergy_Loewe=-1.71, Synergy_HSA=0.373. Drug 1: CC1=C2C(C(=O)C3(C(CC4C(C3C(C(C2(C)C)(CC1OC(=O)C(C(C5=CC=CC=C5)NC(=O)OC(C)(C)C)O)O)OC(=O)C6=CC=CC=C6)(CO4)OC(=O)C)OC)C)OC. Drug 2: CC(C)(C#N)C1=CC(=CC(=C1)CN2C=NC=N2)C(C)(C)C#N. Cell line: NCI/ADR-RES. (2) Drug 1: CC(C)(C#N)C1=CC(=CC(=C1)CN2C=NC=N2)C(C)(C)C#N. Drug 2: C1=NC2=C(N1)C(=S)N=CN2. Cell line: HCC-2998. Synergy scores: CSS=31.5, Synergy_ZIP=-0.912, Synergy_Bliss=1.42, Synergy_Loewe=1.83, Synergy_HSA=3.75. (3) Drug 1: C1CN(P(=O)(OC1)NCCCl)CCCl. Drug 2: COCCOC1=C(C=C2C(=C1)C(=NC=N2)NC3=CC=CC(=C3)C#C)OCCOC.Cl. Cell line: A498. Synergy scores: CSS=6.29, Synergy_ZIP=3.53, Synergy_Bliss=6.36, Synergy_Loewe=-8.56, Synergy_HSA=0.0268. (4) Drug 1: CC12CCC(CC1=CCC3C2CCC4(C3CC=C4C5=CN=CC=C5)C)O. Drug 2: CC(C1=C(C=CC(=C1Cl)F)Cl)OC2=C(N=CC(=C2)C3=CN(N=C3)C4CCNCC4)N. Cell line: BT-549. Synergy scores: CSS=8.42, Synergy_ZIP=4.92, Synergy_Bliss=11.7, Synergy_Loewe=6.70, Synergy_HSA=7.45. (5) Drug 1: CC12CCC3C(C1CCC2O)C(CC4=C3C=CC(=C4)O)CCCCCCCCCS(=O)CCCC(C(F)(F)F)(F)F. Drug 2: COCCOC1=C(C=C2C(=C1)C(=NC=N2)NC3=CC=CC(=C3)C#C)OCCOC.Cl. Cell line: SNB-75. Synergy scores: CSS=-0.865, Synergy_ZIP=0.332, Synergy_Bliss=0.0231, Synergy_Loewe=-2.14, Synergy_HSA=-1.65. (6) Drug 1: C(=O)(N)NO. Drug 2: CC12CCC3C(C1CCC2OP(=O)(O)O)CCC4=C3C=CC(=C4)OC(=O)N(CCCl)CCCl.[Na+]. Cell line: OVCAR3. Synergy scores: CSS=3.07, Synergy_ZIP=1.20, Synergy_Bliss=-0.791, Synergy_Loewe=-2.30, Synergy_HSA=-3.62. (7) Drug 1: CC(C1=C(C=CC(=C1Cl)F)Cl)OC2=C(N=CC(=C2)C3=CN(N=C3)C4CCNCC4)N. Drug 2: CN1C2=C(C=C(C=C2)N(CCCl)CCCl)N=C1CCCC(=O)O.Cl. Cell line: SK-MEL-2. Synergy scores: CSS=6.98, Synergy_ZIP=0.327, Synergy_Bliss=7.36, Synergy_Loewe=-2.55, Synergy_HSA=3.72. (8) Synergy scores: CSS=-6.70, Synergy_ZIP=6.85, Synergy_Bliss=3.46, Synergy_Loewe=-5.92, Synergy_HSA=-7.25. Drug 2: COCCOC1=C(C=C2C(=C1)C(=NC=N2)NC3=CC=CC(=C3)C#C)OCCOC.Cl. Cell line: SF-295. Drug 1: C(CN)CNCCSP(=O)(O)O. (9) Drug 1: CS(=O)(=O)CCNCC1=CC=C(O1)C2=CC3=C(C=C2)N=CN=C3NC4=CC(=C(C=C4)OCC5=CC(=CC=C5)F)Cl. Drug 2: CC(C)NC(=O)C1=CC=C(C=C1)CNNC.Cl. Cell line: SW-620. Synergy scores: CSS=-0.971, Synergy_ZIP=0.382, Synergy_Bliss=-0.702, Synergy_Loewe=-2.58, Synergy_HSA=-2.43.